From a dataset of Catalyst prediction with 721,799 reactions and 888 catalyst types from USPTO. Predict which catalyst facilitates the given reaction. (1) Reactant: C(N(CC)CC)C.[CH2:8]=[C:9]1[CH2:12][N:11]([C:13]([O:15][C:16]([CH3:19])([CH3:18])[CH3:17])=[O:14])[CH2:10]1.Cl/[C:21](=[N:33]\[OH:34])/[C:22]12[CH2:28][C:25]([C:29]([O:31][CH3:32])=[O:30])([CH2:26][CH2:27]1)[CH2:24][CH2:23]2.ClCCl. Product: [CH3:32][O:31][C:29]([C:25]12[CH2:28][C:22]([C:21]3[CH2:8][C:9]4([CH2:12][N:11]([C:13]([O:15][C:16]([CH3:19])([CH3:18])[CH3:17])=[O:14])[CH2:10]4)[O:34][N:33]=3)([CH2:27][CH2:26]1)[CH2:23][CH2:24]2)=[O:30]. The catalyst class is: 6. (2) The catalyst class is: 6. Reactant: [N:1]1([CH2:6][CH2:7][N:8]2[C:16]3[C:11](=[CH:12][CH:13]=[CH:14][CH:15]=3)[C:10]([C:17]3[O:21][N:20]=[C:19]([CH2:22][NH:23]C(=O)OC(C)(C)C)[N:18]=3)=[N:9]2)[CH:5]=[CH:4][N:3]=[CH:2]1.FC(F)(F)C(O)=O.C([SiH](C(C)C)C(C)C)(C)C. Product: [N:1]1([CH2:6][CH2:7][N:8]2[C:16]3[C:11](=[CH:12][CH:13]=[CH:14][CH:15]=3)[C:10]([C:17]3[O:21][N:20]=[C:19]([CH2:22][NH2:23])[N:18]=3)=[N:9]2)[CH:5]=[CH:4][N:3]=[CH:2]1. (3) Reactant: [OH-].[Li+].C[O:4][C:5](=[O:29])[CH2:6][C:7]1[C:15]2[C:10](=[N:11][CH:12]=[CH:13][CH:14]=2)[N:9]([S:16]([C:19]2[CH:24]=[CH:23][C:22]([F:25])=[C:21]([O:26][CH3:27])[CH:20]=2)(=[O:18])=[O:17])[C:8]=1[CH3:28]. Product: [F:25][C:22]1[CH:23]=[CH:24][C:19]([S:16]([N:9]2[C:10]3=[N:11][CH:12]=[CH:13][CH:14]=[C:15]3[C:7]([CH2:6][C:5]([OH:29])=[O:4])=[C:8]2[CH3:28])(=[O:17])=[O:18])=[CH:20][C:21]=1[O:26][CH3:27]. The catalyst class is: 569. (4) Reactant: [CH3:1][O:2][C:3]1[CH:4]=[C:5]2[CH2:14][CH:13]([CH2:15][CH:16]3[CH2:21][CH2:20][N:19]([CH2:22][C:23]4[CH:24]=[CH:25][CH:26]=[CH:27][CH:28]=4)[CH2:18][CH2:17]3)[C:11](=[O:12])[C:6]2=[CH:7][C:8]=1[O:9][CH3:10].[ClH:29].C([O:33]C(C)C)(C)C. Product: [CH3:1][O:2][C:3]1[CH:4]=[C:5]2[CH2:14][CH:13]([CH2:15][CH:16]3[CH2:17][CH2:18][N:19]([CH2:22][C:23]4[CH:28]=[CH:27][CH:26]=[CH:25][CH:24]=4)[CH2:20][CH2:21]3)[C:11](=[O:12])[C:6]2=[CH:7][C:8]=1[O:9][CH3:10].[OH2:33].[ClH:29]. The catalyst class is: 146. (5) Reactant: C(NC(C)C)(C)C.[C:8]([C:11]1[CH:12]=[N:13][CH:14]=[CH:15][CH:16]=1)(=[O:10])[CH3:9].[CH3:17][C:18]1([CH3:32])[O:22][C@H:21]([C:23]2[C:24]([F:31])=[C:25]([CH:28]=[CH:29][CH:30]=2)[CH:26]=[O:27])[CH2:20][O:19]1.Cl. Product: [CH3:17][C:18]1([CH3:32])[O:22][C@H:21]([C:23]2[C:24]([F:31])=[C:25]([CH:26]([OH:27])[CH2:9][C:8]([C:11]3[CH:12]=[N:13][CH:14]=[CH:15][CH:16]=3)=[O:10])[CH:28]=[CH:29][CH:30]=2)[CH2:20][O:19]1. The catalyst class is: 1. (6) Reactant: C(OC([N:8]1[C:16]2[C:11](=[CH:12][CH:13]=[C:14]([NH:17][C:18]3[CH:23]=[CH:22][CH:21]=[CH:20][C:19]=3[F:24])[CH:15]=2)[C:10]([C:25]2[CH:30]=[CH:29][CH:28]=[CH:27][CH:26]=2)=[N:9]1)=O)(C)(C)C.[ClH:31]. Product: [ClH:31].[F:24][C:19]1[CH:20]=[CH:21][CH:22]=[CH:23][C:18]=1[NH:17][C:14]1[CH:15]=[C:16]2[C:11]([C:10]([C:25]3[CH:26]=[CH:27][CH:28]=[CH:29][CH:30]=3)=[N:9][NH:8]2)=[CH:12][CH:13]=1. The catalyst class is: 459. (7) Reactant: [I:1][C:2]1[CH:3]=[CH:4][C:5]2[N:6]([CH:8]=[C:9]([NH:11]C(=O)OC(C)(C)C)[N:10]=2)[N:7]=1.Cl.C(OCC)(=O)C.C(OCC)C. Product: [I:1][C:2]1[CH:3]=[CH:4][C:5]2[N:6]([CH:8]=[C:9]([NH2:11])[N:10]=2)[N:7]=1. The catalyst class is: 13. (8) Reactant: Br[C:2]1[CH:7]=[CH:6][C:5]([O:8][CH2:9][CH:10]2[CH2:12][CH2:11]2)=[CH:4][N:3]=1.C1(C(C2C=CC=CC=2)=[NH:20])C=CC=CC=1.CC(C)([O-])C.[Na+]. Product: [CH:10]1([CH2:9][O:8][C:5]2[CH:6]=[CH:7][C:2]([NH2:20])=[N:3][CH:4]=2)[CH2:12][CH2:11]1. The catalyst class is: 187.